Task: Binary Classification. Given a miRNA mature sequence and a target amino acid sequence, predict their likelihood of interaction.. Dataset: Experimentally validated miRNA-target interactions with 360,000+ pairs, plus equal number of negative samples (1) The miRNA is mmu-miR-7663-5p with sequence GCUGCUUGGUGAUCAUCCACUGU. The protein sequence of the target gene is MTAMEESQSDISLELPLSQETFSGLWKLLPPEDILPSPHCMDDLLLPQDVEEFFEGPSEALRVSGAPAAQDPVTETPGPVAPAPATPWPLSSFVPSQKTYQGNYGFHLGFLQSGTAKSVMCTYSPPLNKLFCQLAKTCPVQLWVSATPPAGSRVRAMAIYKKSQHMTEVVRRCPHHERCSDGDGLAPPQHLIRVEGNLYPEYLEDRQTFRHSVVVPYEPPEAGSEYTTIHYKYMCNSSCMGGMNRRPILTIITLEDSSGNLLGRDSFEVRVCACPGRDRRTEEENFRKKEVLCPELPPGS.... Result: 0 (no interaction). (2) Result: 0 (no interaction). The protein sequence of the target gene is MALLPVLFLVTVLLPSLPAEGKDPAFTALLTTQLQVQREIVNKHNELRKAVSPPASNMLKMEWSREVTTNAQRWANKCTLQHSDPEDRKTSTRCGENLYMSSDPTSWSSAIQSWYDEILDFVYGVGPKSPNAVVGHYTQLVWYSTYQVGCGIAYCPNQDSLKYYYVCQYCPAGNNMNRKNTPYQQGTPCAGCPDDCDKGLCTNSCQYQDLLSNCDSLKNTAGCEHELLKEKCKATCLCENKIY. The miRNA is hsa-miR-16-2-3p with sequence CCAAUAUUACUGUGCUGCUUUA.